From a dataset of Forward reaction prediction with 1.9M reactions from USPTO patents (1976-2016). Predict the product of the given reaction. Given the reactants [OH:1][C:2]1[CH:10]=[CH:9][C:5]([C:6]([OH:8])=[O:7])=[CH:4][C:3]=1[C:11]([F:14])([F:13])[F:12].C([O-])([O-])=O.[Cs+].[Cs+].Br[CH2:22][CH:23]1[CH2:25][CH2:24]1, predict the reaction product. The product is: [CH:25]1([CH2:24][O:1][C:2]2[CH:10]=[CH:9][C:5]([C:6]([O:8][CH2:22][CH:23]3[CH2:25][CH2:24]3)=[O:7])=[CH:4][C:3]=2[C:11]([F:12])([F:13])[F:14])[CH2:23][CH2:22]1.